Dataset: Forward reaction prediction with 1.9M reactions from USPTO patents (1976-2016). Task: Predict the product of the given reaction. (1) Given the reactants C[O:2][C:3](=[O:37])[CH:4]([NH:19][S:20]([C:23]1[CH:28]=[CH:27][C:26]([C:29]2[CH:34]=[CH:33][C:32]([O:35][CH3:36])=[CH:31][CH:30]=2)=[CH:25][CH:24]=1)(=[O:22])=[O:21])[CH:5]1[CH2:10][CH2:9][N:8]([C:11]([N:13]2[CH2:18][CH2:17][O:16][CH2:15][CH2:14]2)=[O:12])[CH2:7][CH2:6]1.O[C:39](C(F)(F)F)=O.COC(=O)C(NS(C1C=CC(C2C=CC(OC)=CC=2)=CC=1)(=O)=O)C1CCNCC1.C(N(CC)CC)C.[Cl-], predict the reaction product. The product is: [CH3:36][O:35][C:32]1[CH:33]=[CH:34][C:29]([C:26]2[CH:25]=[CH:24][C:23]([S:20]([N:19]([CH:4]([CH:5]3[CH2:6][CH2:7][N:8]([C:11]([N:13]4[CH2:14][CH2:15][O:16][CH2:17][CH2:18]4)=[O:12])[CH2:9][CH2:10]3)[C:3]([OH:2])=[O:37])[CH3:39])(=[O:22])=[O:21])=[CH:28][CH:27]=2)=[CH:30][CH:31]=1. (2) Given the reactants CC(C)([O-])C.[K+].Cl.[CH2:8]([N:15]1[CH2:20][CH2:19][CH:18]([C:21]([O:23][CH2:24][CH3:25])=[O:22])[C:17](=[O:26])[CH2:16]1)[C:9]1[CH:14]=[CH:13][CH:12]=[CH:11][CH:10]=1.[CH2:27](Br)[C:28]1[CH:33]=[CH:32][CH:31]=[CH:30][CH:29]=1.[Cl-].[NH4+], predict the reaction product. The product is: [CH2:24]([O:23][C:21]([C:18]1([CH2:27][C:28]2[CH:33]=[CH:32][CH:31]=[CH:30][CH:29]=2)[CH2:19][CH2:20][N:15]([CH2:8][C:9]2[CH:10]=[CH:11][CH:12]=[CH:13][CH:14]=2)[CH2:16][C:17]1=[O:26])=[O:22])[CH3:25]. (3) Given the reactants O[CH:2]([CH:11]1[CH2:16][CH2:15][O:14][CH2:13][CH2:12]1)[CH:3]1[C:7](=[O:8])[CH:6]=[C:5]([O:9][CH3:10])[CH2:4]1.C(N(CC)CC)C.CS(Cl)(=O)=O.C(=O)([O-])[O-].[K+].[K+], predict the reaction product. The product is: [CH3:10][O:9][C:5]1[CH2:4][C:3](=[CH:2][CH:11]2[CH2:16][CH2:15][O:14][CH2:13][CH2:12]2)[C:7](=[O:8])[CH:6]=1.